From a dataset of Full USPTO retrosynthesis dataset with 1.9M reactions from patents (1976-2016). Predict the reactants needed to synthesize the given product. (1) Given the product [NH2:1][C:2]1[N:7]=[C:6]([CH3:18])[C:5]([CH:9]=[O:10])=[C:4]([NH:11][CH2:12][CH2:13][CH2:14][CH2:15][CH3:16])[N:3]=1, predict the reactants needed to synthesize it. The reactants are: [NH2:1][C:2]1[N:7]=[C:6](Cl)[C:5]([CH:9]=[O:10])=[C:4]([NH:11][CH2:12][CH2:13][CH2:14][CH2:15][CH3:16])[N:3]=1.[Sn](C)(C)(C)[CH3:18]. (2) Given the product [Cl:1][C:2]1[CH:7]=[CH:6][C:5]([C:8]2([C:11]3[N:15]4[CH:16]=[CH:17][CH:18]=[C:19]([C:20]([OH:28])([CH3:22])[CH2:21][OH:23])[C:14]4=[N:13][N:12]=3)[CH2:10][CH2:9]2)=[CH:4][CH:3]=1, predict the reactants needed to synthesize it. The reactants are: [Cl:1][C:2]1[CH:7]=[CH:6][C:5]([C:8]2([C:11]3[N:15]4[CH:16]=[CH:17][CH:18]=[C:19]([C:20]([CH3:22])=[CH2:21])[C:14]4=[N:13][N:12]=3)[CH2:10][CH2:9]2)=[CH:4][CH:3]=1.[OH2:23].C[N+]1([O-])CC[O:28]CC1. (3) Given the product [Cl:1][C:2]1[N:7]=[C:6]([NH:9][C:10]2[CH:11]=[C:12]3[C:16](=[CH:17][CH:18]=2)[NH:15][N:14]=[CH:13]3)[CH:5]=[CH:4][N:3]=1, predict the reactants needed to synthesize it. The reactants are: [Cl:1][C:2]1[N:7]=[C:6](Cl)[CH:5]=[CH:4][N:3]=1.[NH2:9][C:10]1[CH:11]=[C:12]2[C:16](=[CH:17][CH:18]=1)[NH:15][N:14]=[CH:13]2.CCN(CC)CC.